This data is from Reaction yield outcomes from USPTO patents with 853,638 reactions. The task is: Predict the reaction yield, written as a fraction of the theoretical maximum amount of product (1.0 means a 100% yield; for example, 0.34 means a 34% yield). (1) The reactants are [CH2:1]([O:3][C:4]([C:6]1[C:7](Cl)=[C:8]2[CH:14]=C[NH:12][C:9]2=[N:10][CH:11]=1)=[O:5])[CH3:2].Cl.[C:17]([C:21]1[CH:34]=[CH:33][C:24]([CH2:25][C:26]2([NH2:32])[CH2:31][CH2:30][NH:29][CH2:28][CH2:27]2)=[CH:23][CH:22]=1)([CH3:20])([CH3:19])[CH3:18].C([N:37](CC)CC)C. The catalyst is C(O)CCC. The product is [CH2:1]([O:3][C:4]([C:6]1[C:7]([N:29]2[CH2:30][CH2:31][C:26]([NH2:32])([CH2:25][C:24]3[CH:33]=[CH:34][C:21]([C:17]([CH3:20])([CH3:18])[CH3:19])=[CH:22][CH:23]=3)[CH2:27][CH2:28]2)=[C:8]2[CH:14]=[N:37][NH:12][C:9]2=[N:10][CH:11]=1)=[O:5])[CH3:2]. The yield is 0.650. (2) The reactants are [CH3:1][O:2][C:3]([C:5]1[N:6]=[C:7]([NH:10][C:11](=[O:47])[C@@H:12]([NH:20][C:21](=[O:46])[C@H:22]([NH:38]C(OC(C)(C)C)=O)[C:23]2[CH:28]=[CH:27][C:26]([O:29][CH2:30][C@H:31]3[CH2:35][O:34]C(C)(C)[O:32]3)=[CH:25][CH:24]=2)[CH2:13][C:14]2[CH:19]=[CH:18][CH:17]=[CH:16][CH:15]=2)[S:8][CH:9]=1)=[O:4].FC(F)(F)C(O)=O. The catalyst is ClCCl. The product is [CH3:1][O:2][C:3]([C:5]1[N:6]=[C:7]([NH:10][C:11](=[O:47])[C@@H:12]([NH:20][C:21](=[O:46])[C@H:22]([NH2:38])[C:23]2[CH:24]=[CH:25][C:26]([O:29][CH2:30][C@H:31]([OH:32])[CH2:35][OH:34])=[CH:27][CH:28]=2)[CH2:13][C:14]2[CH:15]=[CH:16][CH:17]=[CH:18][CH:19]=2)[S:8][CH:9]=1)=[O:4]. The yield is 0.900.